The task is: Regression/Classification. Given a drug SMILES string, predict its absorption, distribution, metabolism, or excretion properties. Task type varies by dataset: regression for continuous measurements (e.g., permeability, clearance, half-life) or binary classification for categorical outcomes (e.g., BBB penetration, CYP inhibition). Dataset: cyp2c9_veith.. This data is from CYP2C9 inhibition data for predicting drug metabolism from PubChem BioAssay. (1) The drug is Clc1ccc(CSCCc2ccncc2)cc1Cl. The result is 1 (inhibitor). (2) The molecule is CC(C)CC(=O)Nc1ccccc1-c1nnn(CC(=O)N2CCc3ccccc3C2)n1. The result is 1 (inhibitor). (3) The drug is Cc1ccc(-c2nn(-c3ccccc3)cc2/C=N/NS(=O)(=O)c2ccccc2)cc1. The result is 1 (inhibitor).